The task is: Predict the reactants needed to synthesize the given product.. This data is from Retrosynthesis with 50K atom-mapped reactions and 10 reaction types from USPTO. (1) Given the product CN(C)CCCNc1c([N+](=O)[O-])cc(C(=O)O)cc1S(N)(=O)=O, predict the reactants needed to synthesize it. The reactants are: CN(C)CCCN.NS(=O)(=O)c1cc(C(=O)O)cc([N+](=O)[O-])c1Cl. (2) Given the product CC(C)(C)c1csc(-c2cc3cc(CSc4ccccc4C(=O)O)ccc3o2)n1, predict the reactants needed to synthesize it. The reactants are: CC(C)(C)c1csc(-c2cc3cc(CCl)ccc3o2)n1.O=C(O)c1ccccc1S. (3) Given the product O=C(Nc1ccc(C#Cc2cn(CCO)nc2-c2cc(Cl)ccc2O)cc1)[C@@H]1COCCN1, predict the reactants needed to synthesize it. The reactants are: CC(C)(C)OC(=O)N1CCOC[C@H]1C(=O)Nc1ccc(C#Cc2cn(CCO)nc2-c2cc(Cl)ccc2O)cc1. (4) Given the product Cc1ccc2c(c1)C1(COc3cc4c(cc31)OCCO4)C(=O)N2Cc1ncccc1C(F)(F)F, predict the reactants needed to synthesize it. The reactants are: Cc1ccc2c(c1)C1(COc3cc4c(cc31)OCCO4)C(=O)N2.FC(F)(F)c1cccnc1CCl. (5) Given the product CS(=O)(=O)c1cccc(-c2ccc(C(C/C(=N\O)c3ccncc3)c3ccccc3)cc2)c1, predict the reactants needed to synthesize it. The reactants are: CS(=O)(=O)c1cccc(B(O)O)c1.O/N=C(\CC(c1ccccc1)c1ccc(Br)cc1)c1ccncc1. (6) Given the product CCN1C(=O)CCCc2cc(Nc3ncc(Cl)c(Nc4ccccc4S(=O)(=O)C(C)C)n3)c(OC)cc21, predict the reactants needed to synthesize it. The reactants are: CC(C)S(=O)(=O)c1ccccc1Nc1nc(Cl)ncc1Cl.CCN1C(=O)CCCc2cc(N)c(OC)cc21. (7) Given the product Cc1cc(-c2cc(C(F)(F)F)nc(-n3cnc(-c4ccc(S(=O)(=O)NC(C)(C)C)cc4)c3)n2)ccc1C(F)(F)F, predict the reactants needed to synthesize it. The reactants are: CC(C)(C)NS(=O)(=O)c1ccc(B(O)O)cc1.Cc1cc(-c2cc(C(F)(F)F)nc(-n3cnc(I)c3)n2)ccc1C(F)(F)F. (8) Given the product CC(C)(C)c1ccc(CNCCc2ccc(Cl)c(C(F)(F)F)c2)cc1, predict the reactants needed to synthesize it. The reactants are: CC(C)(C)c1ccc(C=O)cc1.NCCc1ccc(Cl)c(C(F)(F)F)c1. (9) Given the product COCCCN1CCOc2ccc(CO[C@H]3CN(C(=O)OCc4ccccc4)[C@@H](C(=O)NCc4cccc(-c5ccccc5)c4)C[C@@H]3c3ccc(OC)cc3)cc21, predict the reactants needed to synthesize it. The reactants are: COCCCN1CCOc2ccc(CO[C@H]3CN(C(=O)OCc4ccccc4)[C@@H](C(=O)O)C[C@@H]3c3ccc(OC)cc3)cc21.NCc1cccc(-c2ccccc2)c1.